From a dataset of NCI-60 drug combinations with 297,098 pairs across 59 cell lines. Regression. Given two drug SMILES strings and cell line genomic features, predict the synergy score measuring deviation from expected non-interaction effect. Drug 1: CN1C(=O)N2C=NC(=C2N=N1)C(=O)N. Drug 2: C1=NC2=C(N=C(N=C2N1C3C(C(C(O3)CO)O)F)Cl)N. Cell line: EKVX. Synergy scores: CSS=-2.66, Synergy_ZIP=-0.250, Synergy_Bliss=-4.79, Synergy_Loewe=-2.82, Synergy_HSA=-6.99.